From a dataset of Retrosynthesis with 50K atom-mapped reactions and 10 reaction types from USPTO. Predict the reactants needed to synthesize the given product. (1) The reactants are: CO.O=C(O)CCc1conc1-c1ccc(Cl)c(Cl)c1. Given the product COC(=O)CCc1conc1-c1ccc(Cl)c(Cl)c1, predict the reactants needed to synthesize it. (2) Given the product CC(O)c1cccc(C(=O)Nc2c(C(N)=O)oc3ccc(F)cc23)c1, predict the reactants needed to synthesize it. The reactants are: CC(=O)c1cccc(C(=O)Nc2c(C(N)=O)oc3ccc(F)cc23)c1. (3) Given the product CC(C)[C@@H](C(=O)O)N1Cc2ccc(-c3ccc(NC(=O)Nc4ccc(Oc5ccccc5)cc4)cc3)cc2C1=O, predict the reactants needed to synthesize it. The reactants are: COC(=O)[C@H](C(C)C)N1Cc2ccc(-c3ccc(NC(=O)Nc4ccc(Oc5ccccc5)cc4)cc3)cc2C1=O. (4) Given the product COc1cc(C=C2OC(C)=CC2=O)cc(OC)c1O, predict the reactants needed to synthesize it. The reactants are: CC1=CC(=O)CO1.COc1cc(C=O)cc(OC)c1O.